From a dataset of Forward reaction prediction with 1.9M reactions from USPTO patents (1976-2016). Predict the product of the given reaction. (1) Given the reactants C(C[C@@H:4]1[CH2:10][CH:9]2[N:11](C(OC(C)(C)C)=O)[CH:5]1[CH2:6][O:7][CH2:8]2)#N.[C:19]([OH:22])(=[O:21])[CH3:20], predict the reaction product. The product is: [CH:9]12[NH:11][CH:5]([C@H:4]([CH2:20][C:19]([OH:22])=[O:21])[CH2:10]1)[CH2:6][O:7][CH2:8]2. (2) Given the reactants [Si]([O:8][CH2:9][CH:10]([N:12]1[C:20]2[CH:19]=[CH:18][N:17]=[CH:16][C:15]=2[C:14]([C:21]([C:23]2[CH:24]=[N:25][CH:26]=[C:27]([N:29]=C(C3C=CC=CC=3)C3C=CC=CC=3)[CH:28]=2)=[O:22])=[CH:13]1)[CH3:11])(C(C)(C)C)(C)C.C(O)(C(F)(F)F)=O, predict the reaction product. The product is: [NH2:29][C:27]1[CH:28]=[C:23]([C:21]([C:14]2[C:15]3[CH:16]=[N:17][CH:18]=[CH:19][C:20]=3[N:12]([CH:10]([CH3:11])[CH2:9][OH:8])[CH:13]=2)=[O:22])[CH:24]=[N:25][CH:26]=1.